Dataset: Experimentally validated miRNA-target interactions with 360,000+ pairs, plus equal number of negative samples. Task: Binary Classification. Given a miRNA mature sequence and a target amino acid sequence, predict their likelihood of interaction. The miRNA is hsa-miR-936 with sequence ACAGUAGAGGGAGGAAUCGCAG. The protein sequence of the target gene is MSMGRSPSTTFRSRTGSHGARDLIAGHGRNSRRISQMHVNILHPQLQTMVEQWQMRERPSLETENGKGSLLLENEGVADIITMCPFGEVISVVFPWFLANVRTSLEIKLSDFKHQLFELIAPMKWGTYSVKPQDYVFRQLNNFGEIEVIFNDDQPLSKLELHGTFPMLFLYQPDGINRDKELMSDISHCLGYSLDKLEESLDEELRQFRASLWARTKKTCLTRGLEGTSHYAFPEEQYLCVGESCPKDLESKVKAAKLSYQMFWRKRKAEINGVCEKMMKIQIEFNPNETPKSLLHTFLY.... Result: 0 (no interaction).